From a dataset of Retrosynthesis with 50K atom-mapped reactions and 10 reaction types from USPTO. Predict the reactants needed to synthesize the given product. (1) Given the product COc1c(Br)cc(-c2ccc(F)cc2F)cc1C(C)(C)C, predict the reactants needed to synthesize it. The reactants are: CC1(C)OB(c2ccc(F)cc2F)OC1(C)C.COc1c(Br)cc(I)cc1C(C)(C)C. (2) Given the product O=S(=O)(c1ccc2c(c1)CN(CCCCl)CC2)N1CCOCC1, predict the reactants needed to synthesize it. The reactants are: ClCCCBr.O=S(=O)(c1ccc2c(c1)CNCC2)N1CCOCC1. (3) Given the product CC(C)(C)OC(=O)NCCNCC1CC1, predict the reactants needed to synthesize it. The reactants are: CC(C)(C)OC(=O)NCC=O.NCC1CC1. (4) Given the product O=C(Nc1cccc(S(=O)(=O)N2CCC[C@H]2CO)c1)c1cnn2c(C3CC3)cc(-c3ccc(Cl)cc3)nc12, predict the reactants needed to synthesize it. The reactants are: Nc1cccc(S(=O)(=O)N2CCC[C@H]2CO)c1.O=C(O)c1cnn2c(C3CC3)cc(-c3ccc(Cl)cc3)nc12. (5) Given the product COC(=O)c1ccc(-c2nc3c(O)cccc3s2)cc1, predict the reactants needed to synthesize it. The reactants are: COC(=O)c1ccc(-c2nc3c(OC)cccc3s2)cc1. (6) Given the product Cc1c(C(=O)O)c2cccc(F)c2c(=O)n1-c1cccnc1, predict the reactants needed to synthesize it. The reactants are: Cc1c(C(=O)OCc2ccccc2)c2cccc(F)c2c(=O)n1-c1cccnc1. (7) The reactants are: COc1cc(C(=O)O)n(C)n1.Nc1cc(Oc2ccc3nc(NC(=O)C4CC4)cn3n2)ccc1F. Given the product COc1cc(C(=O)Nc2cc(Oc3ccc4nc(NC(=O)C5CC5)cn4n3)ccc2F)n(C)n1, predict the reactants needed to synthesize it. (8) Given the product NCc1c[nH]c2ccccc12, predict the reactants needed to synthesize it. The reactants are: N#Cc1c[nH]c2ccccc12. (9) Given the product CN(C)CCCNc1ccc(C(=O)N(C)C)cc1N, predict the reactants needed to synthesize it. The reactants are: CN(C)CCCNc1ccc(C(=O)N(C)C)cc1[N+](=O)[O-].